From a dataset of Catalyst prediction with 721,799 reactions and 888 catalyst types from USPTO. Predict which catalyst facilitates the given reaction. Reactant: C([O:5][C:6]([NH:8][C@H:9]([CH:33]1[CH2:38][CH2:37][CH2:36][CH2:35][CH2:34]1)[C:10]([N:12]1[CH2:16][CH2:15][CH2:14][C@H:13]1[C:17]([NH:19][CH2:20][C:21]1[CH:31]=[C:30]([Cl:32])[CH:29]=[CH:28][C:22]=1[O:23][CH2:24][C:25]([OH:27])=O)=[O:18])=[O:11])=O)(C)(C)C.Cl.C(OC(=O)[CH2:46][NH2:47])(C)(C)C.C(N(CC)CC)C.C1C=NC2N(O)N=NC=2C=1.C(Cl)CCl. Product: [Cl:32][C:30]1[CH:29]=[CH:28][C:22]2[O:23][CH2:24][C:25](=[O:27])[NH:47][CH2:46][C:6](=[O:5])[NH:8][C@H:9]([CH:33]3[CH2:38][CH2:37][CH2:36][CH2:35][CH2:34]3)[C:10](=[O:11])[N:12]3[CH2:16][CH2:15][CH2:14][C@H:13]3[C:17](=[O:18])[NH:19][CH2:20][C:21]=2[CH:31]=1. The catalyst class is: 31.